Dataset: Reaction yield outcomes from USPTO patents with 853,638 reactions. Task: Predict the reaction yield, written as a fraction of the theoretical maximum amount of product (1.0 means a 100% yield; for example, 0.34 means a 34% yield). (1) The reactants are Cl.[OH:2][C:3]1[C:8]([CH:9]2[CH2:14][CH2:13][N:12]([CH:15]3[CH2:21][CH2:20][CH2:19][N:18]([C:22]([O:24][CH2:25][CH3:26])=[O:23])[CH2:17][CH2:16]3)[CH2:11][CH2:10]2)=[CH:7][CH:6]=[CH:5][N:4]=1.[CH2:27](I)[CH3:28]. The catalyst is C(=O)([O-])[O-].[Ag+2].C1COCC1. The product is [CH2:27]([O:2][C:3]1[C:8]([CH:9]2[CH2:10][CH2:11][N:12]([CH:15]3[CH2:21][CH2:20][CH2:19][N:18]([C:22]([O:24][CH2:25][CH3:26])=[O:23])[CH2:17][CH2:16]3)[CH2:13][CH2:14]2)=[CH:7][CH:6]=[CH:5][N:4]=1)[CH3:28].[CH2:27]([N:4]1[CH:5]=[CH:6][CH:7]=[C:8]([CH:9]2[CH2:10][CH2:11][N:12]([CH:15]3[CH2:21][CH2:20][CH2:19][N:18]([C:22]([O:24][CH2:25][CH3:26])=[O:23])[CH2:17][CH2:16]3)[CH2:13][CH2:14]2)[C:3]1=[O:2])[CH3:28]. The yield is 0.220. (2) The reactants are [CH2:1]([O:8][C@@H:9]([C@@H:25]([N:35]([CH2:43][C:44]1[CH:49]=[CH:48][CH:47]=[CH:46][CH:45]=1)[CH2:36][C:37]1[CH:42]=[CH:41][CH:40]=[CH:39][CH:38]=1)[CH2:26][C:27]1[CH:32]=[C:31]([F:33])[CH:30]=[C:29]([F:34])[CH:28]=1)[C@H:10]([NH:13][CH2:14][C@@H:15]([OH:24])[CH2:16][O:17][CH:18]1[CH2:23][CH2:22][CH2:21][CH2:20][CH2:19]1)[CH2:11][OH:12])[C:2]1[CH:7]=[CH:6][CH:5]=[CH:4][CH:3]=1.[C:50](O[C:50]([O:52][C:53]([CH3:56])([CH3:55])[CH3:54])=[O:51])([O:52][C:53]([CH3:56])([CH3:55])[CH3:54])=[O:51].C(N(C(C)C)CC)(C)C. The catalyst is O1CCCC1. The product is [C:53]([O:52][C:50](=[O:51])[N:13]([C@H:10]([CH2:11][OH:12])[C@@H:9]([O:8][CH2:1][C:2]1[CH:3]=[CH:4][CH:5]=[CH:6][CH:7]=1)[C@@H:25]([N:35]([CH2:43][C:44]1[CH:49]=[CH:48][CH:47]=[CH:46][CH:45]=1)[CH2:36][C:37]1[CH:42]=[CH:41][CH:40]=[CH:39][CH:38]=1)[CH2:26][C:27]1[CH:32]=[C:31]([F:33])[CH:30]=[C:29]([F:34])[CH:28]=1)[CH2:14][C@@H:15]([OH:24])[CH2:16][O:17][CH:18]1[CH2:23][CH2:22][CH2:21][CH2:20][CH2:19]1)([CH3:56])([CH3:55])[CH3:54]. The yield is 0.724. (3) The reactants are [C@@H:1]1([NH:10][C:11]2[C:12]3[CH:19]=[CH:18][NH:17][C:13]=3[N:14]=[CH:15][N:16]=2)[C:9]2[C:4](=[CH:5][CH:6]=[CH:7][CH:8]=2)[CH2:3][CH2:2]1.[C:20]1([CH3:26])[CH:25]=[CH:24][CH:23]=CC=1.C(=O)([O-])[O-].[Cs+].[Cs+].CS(OC1CC=CC1)(=O)=O. The catalyst is CN(C)C=O. The product is [CH:23]1([N:17]2[C:13]3[N:14]=[CH:15][N:16]=[C:11]([NH:10][C@@H:1]4[C:9]5[C:4](=[CH:5][CH:6]=[CH:7][CH:8]=5)[CH2:3][CH2:2]4)[C:12]=3[CH:19]=[CH:18]2)[CH2:24][CH:25]=[CH:20][CH2:26]1. The yield is 0.530.